Dataset: Forward reaction prediction with 1.9M reactions from USPTO patents (1976-2016). Task: Predict the product of the given reaction. (1) Given the reactants [F:1][C:2]1[CH:3]=[C:4]([N:12]2[CH2:16][C@H:15]([CH2:17][N:18]3[CH:22]=[CH:21][N:20]=[N:19]3)[O:14][C:13]2=[O:23])[CH:5]=[CH:6][C:7]=1[Sn](C)(C)C.Br[C:25]1[S:26][C:27]([CH2:30][NH:31]C(=O)OC(C)(C)C)=[CH:28][N:29]=1.[F-].[K+].C(OCC)(=O)C, predict the reaction product. The product is: [NH2:31][CH2:30][C:27]1[S:26][C:25]([C:7]2[CH:6]=[CH:5][C:4]([N:12]3[CH2:16][C@H:15]([CH2:17][N:18]4[CH:22]=[CH:21][N:20]=[N:19]4)[O:14][C:13]3=[O:23])=[CH:3][C:2]=2[F:1])=[N:29][CH:28]=1. (2) Given the reactants [CH:1]([O:4][C:5]([N:7]1[CH2:12][CH2:11][CH:10]([CH:13]([O:15][C:16]2[CH:21]=[CH:20][C:19](B3OC(C)(C)C(C)(C)O3)=[CH:18][N:17]=2)[CH3:14])[CH2:9][CH2:8]1)=[O:6])([CH3:3])[CH3:2].C(OC(=O)[NH:37][C@@H:38]1[C@@H:42]([C:43]2[CH:48]=[C:47]([F:49])[CH:46]=[CH:45][C:44]=2[F:50])[CH2:41][N:40]([C:51]2[N:56]=[CH:55][C:54](Br)=[CH:53][N:52]=2)[CH2:39]1)(C)(C)C, predict the reaction product. The product is: [CH:1]([O:4][C:5]([N:7]1[CH2:8][CH2:9][CH:10]([C@H:13]([O:15][C:16]2[CH:21]=[CH:20][C:19]([C:54]3[CH:55]=[N:56][C:51]([N:40]4[CH2:41][C@H:42]([C:43]5[CH:48]=[C:47]([F:49])[CH:46]=[CH:45][C:44]=5[F:50])[C@@H:38]([NH2:37])[CH2:39]4)=[N:52][CH:53]=3)=[CH:18][N:17]=2)[CH3:14])[CH2:11][CH2:12]1)=[O:6])([CH3:2])[CH3:3].